Dataset: NCI-60 drug combinations with 297,098 pairs across 59 cell lines. Task: Regression. Given two drug SMILES strings and cell line genomic features, predict the synergy score measuring deviation from expected non-interaction effect. (1) Drug 1: C1CN(CCN1C(=O)CCBr)C(=O)CCBr. Drug 2: CC1=C(C(=O)C2=C(C1=O)N3CC4C(C3(C2COC(=O)N)OC)N4)N. Cell line: OVCAR-8. Synergy scores: CSS=24.3, Synergy_ZIP=-9.20, Synergy_Bliss=-5.61, Synergy_Loewe=-8.81, Synergy_HSA=-2.66. (2) Drug 1: C1=C(C(=O)NC(=O)N1)F. Drug 2: C1=NC2=C(N1)C(=S)N=CN2. Cell line: HL-60(TB). Synergy scores: CSS=66.9, Synergy_ZIP=-7.08, Synergy_Bliss=-10.1, Synergy_Loewe=-4.93, Synergy_HSA=-4.81. (3) Drug 1: CC(CN1CC(=O)NC(=O)C1)N2CC(=O)NC(=O)C2. Drug 2: CC1=C2C(C(=O)C3(C(CC4C(C3C(C(C2(C)C)(CC1OC(=O)C(C(C5=CC=CC=C5)NC(=O)C6=CC=CC=C6)O)O)OC(=O)C7=CC=CC=C7)(CO4)OC(=O)C)O)C)OC(=O)C. Cell line: TK-10. Synergy scores: CSS=18.4, Synergy_ZIP=-4.54, Synergy_Bliss=-3.19, Synergy_Loewe=-8.52, Synergy_HSA=-2.15. (4) Drug 1: C1C(C(OC1N2C=C(C(=O)NC2=O)F)CO)O. Drug 2: B(C(CC(C)C)NC(=O)C(CC1=CC=CC=C1)NC(=O)C2=NC=CN=C2)(O)O. Cell line: MDA-MB-231. Synergy scores: CSS=56.1, Synergy_ZIP=-2.41, Synergy_Bliss=-3.44, Synergy_Loewe=-6.27, Synergy_HSA=-2.34. (5) Drug 1: CC1=C2C(C(=O)C3(C(CC4C(C3C(C(C2(C)C)(CC1OC(=O)C(C(C5=CC=CC=C5)NC(=O)OC(C)(C)C)O)O)OC(=O)C6=CC=CC=C6)(CO4)OC(=O)C)OC)C)OC. Drug 2: CS(=O)(=O)C1=CC(=C(C=C1)C(=O)NC2=CC(=C(C=C2)Cl)C3=CC=CC=N3)Cl. Cell line: UACC62. Synergy scores: CSS=44.2, Synergy_ZIP=5.80, Synergy_Bliss=8.20, Synergy_Loewe=-12.4, Synergy_HSA=7.93. (6) Drug 1: CC1=C2C(C(=O)C3(C(CC4C(C3C(C(C2(C)C)(CC1OC(=O)C(C(C5=CC=CC=C5)NC(=O)OC(C)(C)C)O)O)OC(=O)C6=CC=CC=C6)(CO4)OC(=O)C)OC)C)OC. Drug 2: C1=CN(C(=O)N=C1N)C2C(C(C(O2)CO)O)O.Cl. Cell line: HOP-62. Synergy scores: CSS=60.0, Synergy_ZIP=-2.17, Synergy_Bliss=-2.49, Synergy_Loewe=1.81, Synergy_HSA=3.91.